From a dataset of NCI-60 drug combinations with 297,098 pairs across 59 cell lines. Regression. Given two drug SMILES strings and cell line genomic features, predict the synergy score measuring deviation from expected non-interaction effect. (1) Drug 1: C1CN(CCN1C(=O)CCBr)C(=O)CCBr. Drug 2: C(CN)CNCCSP(=O)(O)O. Cell line: HS 578T. Synergy scores: CSS=20.8, Synergy_ZIP=-8.02, Synergy_Bliss=-2.07, Synergy_Loewe=-21.5, Synergy_HSA=-6.18. (2) Drug 1: CC(C)NC(=O)C1=CC=C(C=C1)CNNC.Cl. Drug 2: CC(C)CN1C=NC2=C1C3=CC=CC=C3N=C2N. Cell line: HCT-15. Synergy scores: CSS=4.62, Synergy_ZIP=9.24, Synergy_Bliss=7.66, Synergy_Loewe=11.4, Synergy_HSA=-0.938. (3) Drug 1: CC1=C2C(C(=O)C3(C(CC4C(C3C(C(C2(C)C)(CC1OC(=O)C(C(C5=CC=CC=C5)NC(=O)OC(C)(C)C)O)O)OC(=O)C6=CC=CC=C6)(CO4)OC(=O)C)OC)C)OC. Drug 2: CC(CN1CC(=O)NC(=O)C1)N2CC(=O)NC(=O)C2. Cell line: NCI-H522. Synergy scores: CSS=61.7, Synergy_ZIP=14.7, Synergy_Bliss=13.9, Synergy_Loewe=15.1, Synergy_HSA=18.0. (4) Drug 1: CC1=C(C(=CC=C1)Cl)NC(=O)C2=CN=C(S2)NC3=CC(=NC(=N3)C)N4CCN(CC4)CCO. Synergy scores: CSS=80.1, Synergy_ZIP=27.1, Synergy_Bliss=26.4, Synergy_Loewe=30.6, Synergy_HSA=30.9. Cell line: SNB-75. Drug 2: CC1C(C(CC(O1)OC2CC(CC3=C2C(=C4C(=C3O)C(=O)C5=CC=CC=C5C4=O)O)(C(=O)C)O)N)O. (5) Drug 1: CCN(CC)CCCC(C)NC1=C2C=C(C=CC2=NC3=C1C=CC(=C3)Cl)OC. Drug 2: C1CN(CCN1C(=O)CCBr)C(=O)CCBr. Cell line: SNB-75. Synergy scores: CSS=27.1, Synergy_ZIP=-4.66, Synergy_Bliss=-0.861, Synergy_Loewe=1.33, Synergy_HSA=2.96. (6) Drug 1: CS(=O)(=O)C1=CC(=C(C=C1)C(=O)NC2=CC(=C(C=C2)Cl)C3=CC=CC=N3)Cl. Drug 2: CC(C)NC(=O)C1=CC=C(C=C1)CNNC.Cl. Cell line: UACC-257. Synergy scores: CSS=-3.55, Synergy_ZIP=1.81, Synergy_Bliss=-0.451, Synergy_Loewe=-6.14, Synergy_HSA=-5.01. (7) Drug 1: CN(CCCl)CCCl.Cl. Drug 2: CN(C(=O)NC(C=O)C(C(C(CO)O)O)O)N=O. Cell line: SF-268. Synergy scores: CSS=11.9, Synergy_ZIP=-4.46, Synergy_Bliss=-3.95, Synergy_Loewe=-2.58, Synergy_HSA=-3.08.